Task: Predict which catalyst facilitates the given reaction.. Dataset: Catalyst prediction with 721,799 reactions and 888 catalyst types from USPTO (1) Reactant: [OH:1][CH2:2][CH:3]1[CH2:7][CH2:6][CH:5]([CH:8]([N:12]2[CH:16]=[C:15]([C:17]3[C:18]4[CH:25]=[CH:24][N:23](COCC[Si](C)(C)C)[C:19]=4[N:20]=[CH:21][N:22]=3)[CH:14]=[N:13]2)[CH2:9][C:10]#[N:11])[CH2:4]1.C(O)(C(F)(F)F)=O.C(N)CN. Product: [OH:1][CH2:2][CH:3]1[CH2:7][CH2:6][CH:5]([CH:8]([N:12]2[CH:16]=[C:15]([C:17]3[C:18]4[CH:25]=[CH:24][NH:23][C:19]=4[N:20]=[CH:21][N:22]=3)[CH:14]=[N:13]2)[CH2:9][C:10]#[N:11])[CH2:4]1. The catalyst class is: 2. (2) Reactant: [F:1][C:2]1[CH:26]=[CH:25][CH:24]=[CH:23][C:3]=1[CH2:4][N:5]1[C:9]2=[N:10][CH:11]=[CH:12][CH:13]=[C:8]2[C:7]([C:14]2[N:19]=[C:18]([NH2:20])[C:17]([NH2:21])=[C:16]([NH2:22])[N:15]=2)=[N:6]1.Cl[C:28]([O:30][CH3:31])=[O:29]. Product: [NH2:22][C:16]1[C:17]([NH:21][C:28](=[O:29])[O:30][CH3:31])=[C:18]([NH2:20])[N:19]=[C:14]([C:7]2[C:8]3[C:9](=[N:10][CH:11]=[CH:12][CH:13]=3)[N:5]([CH2:4][C:3]3[CH:23]=[CH:24][CH:25]=[CH:26][C:2]=3[F:1])[N:6]=2)[N:15]=1. The catalyst class is: 32. (3) Reactant: OC(C(F)(F)F)=O.[CH2:8]1[C:11]2([CH2:15][CH2:14][CH2:13][NH:12]2)[CH2:10][O:9]1.[F:16][CH:17]([F:46])[C:18]1[CH:23]=[CH:22][C:21]([C:24]2[O:28][C:27]([C:29]([N:31]3[CH2:34][CH:33]([O:35][C:36]4[CH:43]=[CH:42][C:39]([CH:40]=O)=[CH:38][C:37]=4[O:44][CH3:45])[CH2:32]3)=[O:30])=[N:26][N:25]=2)=[CH:20][CH:19]=1.C(N(CC)CC)C.[Na].C([O-])(O)=O.[Na+]. Product: [CH2:10]1[C:11]2([CH2:15][CH2:14][CH2:13][N:12]2[CH2:40][C:39]2[CH:42]=[CH:43][C:36]([O:35][CH:33]3[CH2:34][N:31]([C:29]([C:27]4[O:28][C:24]([C:21]5[CH:20]=[CH:19][C:18]([CH:17]([F:46])[F:16])=[CH:23][CH:22]=5)=[N:25][N:26]=4)=[O:30])[CH2:32]3)=[C:37]([O:44][CH3:45])[CH:38]=2)[CH2:8][O:9]1. The catalyst class is: 4. (4) Reactant: [CH2:1]([NH:8][C:9]1[C:17](Br)=[CH:16][C:12]([C:13]([OH:15])=[O:14])=[CH:11][N:10]=1)[C:2]1[CH:7]=[CH:6][CH:5]=[CH:4][CH:3]=1.[Cl:19][C:20]1[CH:25]=[CH:24][C:23](B(O)O)=[CH:22][CH:21]=1.C([O-])([O-])=O.[Na+].[Na+].C(O)=O. Product: [CH2:1]([NH:8][C:9]1[C:17]([C:23]2[CH:24]=[CH:25][C:20]([Cl:19])=[CH:21][CH:22]=2)=[CH:16][C:12]([C:13]([OH:15])=[O:14])=[CH:11][N:10]=1)[C:2]1[CH:7]=[CH:6][CH:5]=[CH:4][CH:3]=1. The catalyst class is: 127. (5) Reactant: [CH2:1]([O:8][C:9]1[C:14]([Br:15])=[CH:13][C:12]([CH:16]([C:18]2[CH:23]=[CH:22][C:21]([CH2:24][CH2:25][O:26][CH2:27][O:28][CH3:29])=[CH:20][CH:19]=2)O)=[C:11]([CH3:30])[CH:10]=1)[C:2]1[CH:7]=[CH:6][CH:5]=[CH:4][CH:3]=1.[SiH](CC)(CC)CC.B(F)(F)F.CCOCC.C(=O)(O)[O-].[Na+]. Product: [CH2:1]([O:8][C:9]1[CH:10]=[C:11]([CH3:30])[C:12]([CH2:16][C:18]2[CH:19]=[CH:20][C:21]([CH2:24][CH2:25][O:26][CH2:27][O:28][CH3:29])=[CH:22][CH:23]=2)=[CH:13][C:14]=1[Br:15])[C:2]1[CH:3]=[CH:4][CH:5]=[CH:6][CH:7]=1. The catalyst class is: 22. (6) Reactant: [CH2:1]([O:4][C:5](=[O:15])[CH2:6][C:7]1[CH:12]=[CH:11][C:10]([F:13])=[C:9]([F:14])[CH:8]=1)[CH:2]=[CH2:3].C(NC1C=CC(S([N:29]=[N+:30]=[N-])(=O)=O)=CC=1)(=O)C.N12CCCN=C1CCCCC2.[Cl-].[NH4+]. Product: [CH2:1]([O:4][C:5](=[O:15])[C:6](=[N+:29]=[N-:30])[C:7]1[CH:12]=[CH:11][C:10]([F:13])=[C:9]([F:14])[CH:8]=1)[CH:2]=[CH2:3]. The catalyst class is: 10.